Dataset: Forward reaction prediction with 1.9M reactions from USPTO patents (1976-2016). Task: Predict the product of the given reaction. (1) The product is: [CH2:25]([O:24][C:22]([N:4]1[CH2:5][CH:6]([N:10]2[C:11](=[O:21])[C:12]3[C:13](=[CH:17][CH:18]=[CH:19][CH:20]=3)[C:14]2=[O:16])[C:7](=[O:8])[NH:1][CH2:2][CH2:3]1)=[O:23])[CH3:26]. Given the reactants [NH2:1][CH2:2][CH2:3][N:4]([C:22]([O:24][CH2:25][CH3:26])=[O:23])[CH2:5][CH:6]([NH:10][C:11](=[O:21])[C:12]1[C:13](=[CH:17][CH:18]=[CH:19][CH:20]=1)[C:14]([OH:16])=O)[C:7](O)=[O:8].CN1CCOCC1.C1(P(N=[N+]=[N-])(C2C=CC=CC=2)=O)C=CC=CC=1, predict the reaction product. (2) Given the reactants [Cl:1][C:2]1[CH:24]=[CH:23][CH:22]=[C:21]([CH:25]2[CH2:27][CH2:26]2)[C:3]=1[CH2:4][N:5]1[C:13]2[C:8](=[CH:9][CH:10]=[C:11]([C:14]([F:19])([F:18])[C:15]([OH:17])=[O:16])[CH:12]=2)[C:7]([CH3:20])=[N:6]1.[OH-].[K+:29], predict the reaction product. The product is: [Cl:1][C:2]1[CH:24]=[CH:23][CH:22]=[C:21]([CH:25]2[CH2:26][CH2:27]2)[C:3]=1[CH2:4][N:5]1[C:13]2[C:8](=[CH:9][CH:10]=[C:11]([C:14]([F:19])([F:18])[C:15]([O-:17])=[O:16])[CH:12]=2)[C:7]([CH3:20])=[N:6]1.[K+:29]. (3) Given the reactants [CH:1]1([O:6][C:7](=[O:33])[C@@H:8]([NH:25]C(OC(C)(C)C)=O)[CH2:9][CH2:10][O:11][C:12]2[CH:21]=[C:20]3[C:15]([C:16]([Cl:22])=[CH:17][CH:18]=[N:19]3)=[CH:14][C:13]=2[O:23][CH3:24])[CH2:5][CH2:4][CH2:3][CH2:2]1.C(O)(C(F)(F)F)=O, predict the reaction product. The product is: [CH:1]1([O:6][C:7](=[O:33])[C@@H:8]([NH2:25])[CH2:9][CH2:10][O:11][C:12]2[CH:21]=[C:20]3[C:15]([C:16]([Cl:22])=[CH:17][CH:18]=[N:19]3)=[CH:14][C:13]=2[O:23][CH3:24])[CH2:5][CH2:4][CH2:3][CH2:2]1. (4) Given the reactants [NH2:1][C:2]1[N:11]=[C:10]([C:12]([N:14]2[CH2:22][C:21]3[C:16](=[CH:17][CH:18]=[CH:19][CH:20]=3)[CH2:15]2)=[O:13])[C:9]2[C:4](=[CH:5][CH:6]=[C:7](I)[CH:8]=2)[N:3]=1.[B:24]1([B:24]2[O:28][C:27]([CH3:30])([CH3:29])[C:26]([CH3:32])([CH3:31])[O:25]2)[O:28][C:27]([CH3:30])([CH3:29])[C:26]([CH3:32])([CH3:31])[O:25]1.C([O-])(=O)C.[K+].C(OCC)C, predict the reaction product. The product is: [NH2:1][C:2]1[N:11]=[C:10]([C:12]([N:14]2[CH2:22][C:21]3[C:16](=[CH:17][CH:18]=[CH:19][CH:20]=3)[CH2:15]2)=[O:13])[C:9]2[C:4](=[CH:5][CH:6]=[C:7]([B:24]3[O:28][C:27]([CH3:30])([CH3:29])[C:26]([CH3:32])([CH3:31])[O:25]3)[CH:8]=2)[N:3]=1. (5) Given the reactants Br[C:2]1[C:17]([CH3:18])=[CH:16][C:5]([O:6][C:7]2[C:12]3[CH:13]=[CH:14][O:15][C:11]=3[CH:10]=[CH:9][N:8]=2)=[CH:4][C:3]=1[CH3:19].[CH3:20][C:21]1[CH:22]=[N:23][CH:24]=[CH:25][C:26]=1B(O)O.ClC1C=C(OC)C=CC=1C1C(C)=NC=NC=1C, predict the reaction product. The product is: [CH3:19][C:3]1[CH:4]=[C:5]([CH:16]=[C:17]([CH3:18])[C:2]=1[C:26]1[CH:25]=[CH:24][N:23]=[CH:22][C:21]=1[CH3:20])[O:6][C:7]1[C:12]2[CH:13]=[CH:14][O:15][C:11]=2[CH:10]=[CH:9][N:8]=1.